From a dataset of Full USPTO retrosynthesis dataset with 1.9M reactions from patents (1976-2016). Predict the reactants needed to synthesize the given product. (1) The reactants are: B(Br)(Br)Br.C[O:6][C:7]1[CH:12]=[C:11]([N:13]2[CH:17]=[CH:16][CH:15]=[N:14]2)[CH:10]=[CH:9][C:8]=1[C:18]1[S:22][C:21]([N:23]2[CH2:28][CH2:27][N:26](C(OC(C)(C)C)=O)[CH2:25][CH2:24]2)=[N:20][N:19]=1. Given the product [N:23]1([C:21]2[S:22][C:18]([C:8]3[CH:9]=[CH:10][C:11]([N:13]4[CH:17]=[CH:16][CH:15]=[N:14]4)=[CH:12][C:7]=3[OH:6])=[N:19][N:20]=2)[CH2:24][CH2:25][NH:26][CH2:27][CH2:28]1, predict the reactants needed to synthesize it. (2) Given the product [C:1]([O:5][C:6]([N:8]1[CH2:14][C:13]2[CH:15]=[C:16]([Cl:19])[CH:17]=[CH:18][C:12]=2[NH:11][C:10](=[S:30])[CH2:9]1)=[O:7])([CH3:4])([CH3:3])[CH3:2], predict the reactants needed to synthesize it. The reactants are: [C:1]([O:5][C:6]([N:8]1[CH2:14][C:13]2[CH:15]=[C:16]([Cl:19])[CH:17]=[CH:18][C:12]=2[NH:11][C:10](=O)[CH2:9]1)=[O:7])([CH3:4])([CH3:3])[CH3:2].COC1C=CC(P2(=S)SP(=S)(C3C=CC(OC)=CC=3)[S:30]2)=CC=1. (3) Given the product [CH3:14][O:15][C:16]1[CH:17]=[C:18]2[C:22](=[CH:23][C:24]=1[O:25][CH3:26])[NH:21][C:20](=[O:27])[C:19]2=[CH:11][C:8]1[NH:9][CH:10]=[C:6]([CH2:5][CH2:4][C:1]([OH:3])=[O:2])[C:7]=1[CH3:13], predict the reactants needed to synthesize it. The reactants are: [C:1]([CH2:4][CH2:5][C:6]1[C:7]([CH3:13])=[C:8]([CH:11]=O)[NH:9][CH:10]=1)([OH:3])=[O:2].[CH3:14][O:15][C:16]1[CH:17]=[C:18]2[C:22](=[CH:23][C:24]=1[O:25][CH3:26])[NH:21][C:20](=[O:27])[CH2:19]2.N1CCCCC1. (4) Given the product [CH3:14][C:11]([O:10][C:8]([N:5]1[CH2:6][CH2:7][C:2]([CH3:1])([C:15]([OH:17])=[O:16])[CH2:3][CH2:4]1)=[O:9])([CH3:12])[CH3:13], predict the reactants needed to synthesize it. The reactants are: [CH3:1][C:2]1([C:15]([O:17]C)=[O:16])[CH2:7][CH2:6][N:5]([C:8]([O:10][C:11]([CH3:14])([CH3:13])[CH3:12])=[O:9])[CH2:4][CH2:3]1.[OH-].[Na+]. (5) Given the product [OH:2][C:3]1[CH:4]=[CH:5][C:6]2[O:10][C:9]([C:11]([OH:13])=[O:12])=[CH:8][C:7]=2[CH:14]=1, predict the reactants needed to synthesize it. The reactants are: C[O:2][C:3]1[CH:4]=[CH:5][C:6]2[O:10][C:9]([C:11]([OH:13])=[O:12])=[CH:8][C:7]=2[CH:14]=1.B(Br)(Br)Br.[NH4+].[Cl-]. (6) Given the product [OH:1][C:2]1[CH:3]=[CH:4][C:5]([C:8]([C:11]2[CH:12]=[CH:13][C:14]([O:17][CH2:24][C@H:25]([OH:26])[CH2:27][OH:28])=[CH:15][CH:16]=2)([CH3:10])[CH3:9])=[CH:6][CH:7]=1, predict the reactants needed to synthesize it. The reactants are: [OH:1][C:2]1[CH:7]=[CH:6][C:5]([C:8]([C:11]2[CH:16]=[CH:15][C:14]([OH:17])=[CH:13][CH:12]=2)([CH3:10])[CH3:9])=[CH:4][CH:3]=1.C([O-])([O-])=O.[K+].[K+].[CH2:24]1[O:26][C@@H:25]1[CH2:27][OH:28].[Cl-].[NH4+].